From a dataset of Forward reaction prediction with 1.9M reactions from USPTO patents (1976-2016). Predict the product of the given reaction. (1) Given the reactants [Cl:1][C:2]1[C:7]([C:8]([O:10][CH3:11])=[O:9])=[C:6](Cl)[N:5]=[CH:4][N:3]=1.[F:13][C:14]1[CH:19]=[C:18]([C:20]([F:23])([F:22])[F:21])[CH:17]=[CH:16][C:15]=1[OH:24].C(=O)([O-])[O-].[K+].[K+], predict the reaction product. The product is: [Cl:1][C:2]1[C:7]([C:8]([O:10][CH3:11])=[O:9])=[C:6]([O:24][C:15]2[CH:16]=[CH:17][C:18]([C:20]([F:21])([F:22])[F:23])=[CH:19][C:14]=2[F:13])[N:5]=[CH:4][N:3]=1. (2) Given the reactants [CH2:1]([NH:3][C:4](=[O:6])[O-:5])[CH3:2].O[C:8]1[C:9]([Cl:21])=[CH:10][C:11]2[CH:12]([CH3:20])[CH:13]3[CH2:17][NH:16][CH2:15][CH:14]3[C:18]=2[CH:19]=1.C1(P(C2C=CC=CC=2)CCCP(C2C=CC=CC=2)C2C=CC=CC=2)C=CC=CC=1.CCN(CC)CC, predict the reaction product. The product is: [CH2:1]([NH:3][C:4](=[O:5])[O-:6])[CH3:2].[Cl:21][C:9]1[CH:8]=[CH:19][C:18]2[CH:14]3[CH2:15][NH:16][CH2:17][CH:13]3[CH:12]([CH3:20])[C:11]=2[CH:10]=1. (3) Given the reactants [Br:1][C:2]1[C:7]2[CH2:8][CH:9]([CH2:22][CH3:23])[N:10]3[CH:15]([C:6]=2[C:5]([O:24][CH2:25][CH3:26])=[CH:4][CH:3]=1)[CH2:14][C:13](=[O:16])[C:12]([C:17]([O:19][CH2:20][CH3:21])=[O:18])=[CH:11]3.C1(Cl)C(=O)C(Cl)=C(Cl)C(=O)C=1Cl.C(Cl)Cl, predict the reaction product. The product is: [Br:1][C:2]1[C:7]2[CH2:8][CH:9]([CH2:22][CH3:23])[N:10]3[C:15]([C:6]=2[C:5]([O:24][CH2:25][CH3:26])=[CH:4][CH:3]=1)=[CH:14][C:13](=[O:16])[C:12]([C:17]([O:19][CH2:20][CH3:21])=[O:18])=[CH:11]3. (4) Given the reactants [Cl:1][C:2]1[CH:7]=[C:6]([NH2:8])[CH:5]=[CH:4][C:3]=1[NH:9][C:10]([CH3:23])([CH3:22])[CH2:11][C:12]1[CH:21]=[CH:20][C:19]2[C:14](=[CH:15][CH:16]=[CH:17][CH:18]=2)[CH:13]=1.[C:24]([CH:27]=[C:28]=[O:29])(=[O:26])[CH3:25], predict the reaction product. The product is: [Cl:1][C:2]1[CH:7]=[C:6]([NH:8][C:28](=[O:29])[CH2:27][C:24](=[O:26])[CH3:25])[CH:5]=[CH:4][C:3]=1[NH:9][C:10]([CH3:23])([CH3:22])[CH2:11][C:12]1[CH:21]=[CH:20][C:19]2[C:14](=[CH:15][CH:16]=[CH:17][CH:18]=2)[CH:13]=1. (5) Given the reactants C[Al](C)C.[NH2:5][N:6]1[CH2:11][CH2:10][O:9][CH2:8][CH2:7]1.C([O:14][C:15]([C:17]1[C:21]([NH2:22])=[C:20]([C:23]2[CH:28]=[CH:27][C:26]([Cl:29])=[CH:25][CH:24]=2)[N:19]([C:30]2[CH:35]=[CH:34][CH:33]=[CH:32][C:31]=2[Cl:36])[N:18]=1)=O)C, predict the reaction product. The product is: [N:6]1([NH:5][C:15]([C:17]2[C:21]([NH2:22])=[C:20]([C:23]3[CH:24]=[CH:25][C:26]([Cl:29])=[CH:27][CH:28]=3)[N:19]([C:30]3[CH:35]=[CH:34][CH:33]=[CH:32][C:31]=3[Cl:36])[N:18]=2)=[O:14])[CH2:11][CH2:10][O:9][CH2:8][CH2:7]1. (6) The product is: [F:33][CH:2]([F:1])[C:3]1[CH:7]=[C:6]([CH:8]([F:10])[F:9])[N:5]([CH2:11][C:12]([N:14]2[CH2:19][CH2:18][CH:17]([C:20]3[S:21][CH:22]=[C:23]([C:25]4[CH2:29][CH:28]([C:30]([O:32][CH:36]5[CH2:37][CH2:38][CH2:39][CH2:40][CH:35]5[Cl:34])=[O:31])[O:27][N:26]=4)[N:24]=3)[CH2:16][CH2:15]2)=[O:13])[N:4]=1. Given the reactants [F:1][CH:2]([F:33])[C:3]1[CH:7]=[C:6]([CH:8]([F:10])[F:9])[N:5]([CH2:11][C:12]([N:14]2[CH2:19][CH2:18][CH:17]([C:20]3[S:21][CH:22]=[C:23]([C:25]4[CH2:29][CH:28]([C:30]([OH:32])=[O:31])[O:27][N:26]=4)[N:24]=3)[CH2:16][CH2:15]2)=[O:13])[N:4]=1.[Cl:34][CH:35]1[CH2:40][CH2:39][CH2:38][CH2:37][CH:36]1O.Cl.C(N=C=NCCCN(C)C)C.O, predict the reaction product. (7) Given the reactants [Cl:1][C:2]1[N:7]=[CH:6][C:5]([CH:8]([C:15]2[CH:20]=[CH:19][CH:18]=[CH:17][CH:16]=2)[C:9]([CH3:14])([CH3:13])[C:10](O)=[O:11])=[CH:4][CH:3]=1.Cl.CN(C)CCCN=C=NCC.[S:33]1[CH:37]=[N:36][N:35]=[C:34]1[NH2:38].C(N(C(C)C)CC)(C)C, predict the reaction product. The product is: [Cl:1][C:2]1[N:7]=[CH:6][C:5]([CH:8]([C:15]2[CH:20]=[CH:19][CH:18]=[CH:17][CH:16]=2)[C:9]([CH3:14])([CH3:13])[C:10]([NH:38][C:34]2[S:33][CH:37]=[N:36][N:35]=2)=[O:11])=[CH:4][CH:3]=1. (8) Given the reactants OC1C=C(C=CC=1OC)C(OC)=O.[Cl:14]C1C=C(CCO)C=CC=1.[CH3:24][O:25][C:26](=[O:45])[C:27]1[CH:32]=[CH:31][C:30]([O:33][CH3:34])=[C:29]([O:35][CH2:36][CH2:37][C:38]2[CH:43]=[CH:42][CH:41]=[C:40]([Cl:44])[CH:39]=2)[CH:28]=1.ClN1C(=O)CCC1=O, predict the reaction product. The product is: [CH3:24][O:25][C:26](=[O:45])[C:27]1[CH:28]=[C:29]([O:35][CH2:36][CH2:37][C:38]2[CH:43]=[CH:42][CH:41]=[C:40]([Cl:44])[CH:39]=2)[C:30]([O:33][CH3:34])=[CH:31][C:32]=1[Cl:14]. (9) Given the reactants [CH3:1][C:2]1[CH:6]=[C:5]([NH2:7])[O:4][N:3]=1.[Li+].C[Si]([N-][Si](C)(C)C)(C)C.[CH:18]1([CH2:21][C:22]2[C:27]([C:28]3[CH:33]=[CH:32][N:31]=[C:30](S(C)=O)[N:29]=3)=[CH:26][N:25]=[C:24]([NH2:37])[N:23]=2)[CH2:20][CH2:19]1, predict the reaction product. The product is: [CH:18]1([CH2:21][C:22]2[C:27]([C:28]3[CH:33]=[CH:32][N:31]=[C:30]([NH:7][C:5]4[O:4][N:3]=[C:2]([CH3:1])[CH:6]=4)[N:29]=3)=[CH:26][N:25]=[C:24]([NH2:37])[N:23]=2)[CH2:19][CH2:20]1. (10) Given the reactants [F:1][CH:2]([F:27])[O:3][C:4]1[CH:9]=[CH:8][C:7]([C:10]2[CH:15]=[CH:14][C:13]([NH:16][CH2:17][C:18]3[CH:19]=[C:20]([C:24]([OH:26])=O)[O:21][C:22]=3[CH3:23])=[CH:12][CH:11]=2)=[CH:6][CH:5]=1.[CH3:28][C:29]1[CH:34]=[CH:33][CH:32]=[CH:31][C:30]=1[S:35]([NH2:38])(=[O:37])=[O:36], predict the reaction product. The product is: [F:1][CH:2]([F:27])[O:3][C:4]1[CH:5]=[CH:6][C:7]([C:10]2[CH:11]=[CH:12][C:13]([NH:16][CH2:17][C:18]3[CH:19]=[C:20]([C:24]([NH:38][S:35]([C:30]4[CH:31]=[CH:32][CH:33]=[CH:34][C:29]=4[CH3:28])(=[O:36])=[O:37])=[O:26])[O:21][C:22]=3[CH3:23])=[CH:14][CH:15]=2)=[CH:8][CH:9]=1.